This data is from Experimentally validated miRNA-target interactions with 360,000+ pairs, plus equal number of negative samples. The task is: Binary Classification. Given a miRNA mature sequence and a target amino acid sequence, predict their likelihood of interaction. (1) The miRNA is hsa-miR-548ar-5p with sequence AAAAGUAAUUGCAGUUUUUGC. The protein sequence of the target gene is MANASEPGGSGGGEAAALGLKLATLSLLLCVSLAGNVLFALLIVRERSLHRAPYYLLLDLCLADGLRALACLPAVMLAARRAAAAAGAPPGALGCKLLAFLAALFCFHAAFLLLGVGVTRYLAIAHHRFYAERLAGWPCAAMLVCAAWALALAAAFPPVLDGGGDDEDAPCALEQRPDGAPGALGFLLLLAVVVGATHLVYLRLLFFIHDRRKMRPARLVPAVSHDWTFHGPGATGQAAANWTAGFGRGPTPPALVGIRPAGPGRGARRLLVLEEFKTEKRLCKMFYAVTLLFLLLWGPY.... Result: 1 (interaction). (2) The miRNA is hsa-miR-106a-5p with sequence AAAAGUGCUUACAGUGCAGGUAG. The protein sequence of the target gene is MDFPGHFEQIFQQLNYQRLHGQLCDCVIVVGNRHFKAHRSVLAACSTHFRALFSVAEGDQTMNMIQLDSEVVTAEAFAALIDMMYTSTLMLGESNVMDVLLAASHLHLNSVVKACKHYLTTRTLPMSPPSERVQEQSARMQRSFMLQQLGLSIVSSALNSSQNGEEQPAPMSSSMRSNLDQRTPFPMRRLHKRKQSAEERARQRLRPSIDESAISDVTPENGPSGVHSREEFFSPDSLKIVDNPKADGMTDNQEDSAIMFDQSFGTQEDAQVPSQSDNSAGNMAQLSMASRATQVETSFD.... Result: 1 (interaction). (3) The miRNA is mmu-miR-302b-3p with sequence UAAGUGCUUCCAUGUUUUAGUAG. Result: 1 (interaction). The protein sequence of the target gene is MASPGSGFWSFGSEDGSADPENPGTARAWCQVAQKFTGGIGNKLCALLYGDSGKPAEGGGSVTSRAATGKVACTCDQKPCNCPKGDVNYAFLHATDLLPACDGERPTLAFLQDVMNILLQYVVKSFDRSTKVIDFHYPNELLQEYNWELADQPQNLEEILTHCQTTLKYAIKTGHPRYFNQLSTGLDMVGLAADWLTSTANTNMFTYEIAPVFVLLEYVTLKKMREIIGWPGGSGDGIFSPGGAISNMYAMLIARYKMFPEVKEKGMAAVPRLIAFTSEHSHFSLKKGAAALGIGTDSVI.... (4) The protein sequence of the target gene is MKIATVSVLLPLALCLIQDAASKNEDQEMCHEFQAFMKNGKLFCPQDKKFFQSLDGIMFINKCATCKMILEKEAKSQKRARHLARAPKATAPTELNCDDFKKGERDGDFICPDYYEAVCGTDGKTYDNRCALCAENAKTGSQIGVKSEGECKSSNPEQDVCSAFRPFVRDGRLGCTRENDPVLGPDGKTHGNKCAMCAELFLKEAENAKREGETRIRRNAEKDFCKEYEKQVRNGRLFCTRESDPVRGPDGRMHGNKCALCAEIFKQRFSEENSKTDQNLGKAEEKTKVKREIVKLCSQY.... The miRNA is hsa-miR-3620-5p with sequence GUGGGCUGGGCUGGGCUGGGCC. Result: 0 (no interaction). (5) The miRNA is hsa-miR-372-3p with sequence AAAGUGCUGCGACAUUUGAGCGU. The protein sequence of the target gene is MTSNSPIGLEGSDLSSINTMMSAVMSVASVTENGGSPQGIKSPMKPPGPNRIGRRNQETKEEKSSYNCPLCEKICTTQHQLTMHIRQHNTDTGGADHACSICGKSLSSASSLDRHMLVHSGERPYKCTVCGQSFTTNGNMHRHMKIHEKDTNSTTAAAPPSPLKRRRLSSKRKLSHDAESEDPGPAKKMVEDGQSGDLDKMSDEIFHCPVCFKEFVCKYELETHMETHSDNPLRCDICCVTFRTHRGLLRHNALVHKQLPRDAMGRPFIQNNPSIPAGFHDLGFTDFSCRKFPRISQAWC.... Result: 0 (no interaction). (6) Result: 0 (no interaction). The miRNA is hsa-miR-3173-3p with sequence AAAGGAGGAAAUAGGCAGGCCA. The protein sequence of the target gene is MVDSTEYEVASQPEVETSPLGDGASPGPEQVKLKKEISLLNGVCLIVGNMIGSGIFVSPKGVLIYSASFGLSLVIWAVGGLFSVFGALCYAELGTTIKKSGASYAYILEAFGGFLAFIRLWTSLLIIEPTSQAIIAITFANYMVQPLFPSCFAPYAASRLLAAACICLLTFINCAYVKWGTLVQDIFTYAKVLALIAVIVAGIVRLGQGASTHFENSFEGSSFAVGDIALALYSALFSYSGWDTLNYVTEEIKNPERNLPLSIGISMPIVTIIYILTNVAYYTVLDMRDILASDAVAVTF.... (7) The miRNA is mmu-miR-1962 with sequence AGAGGCUGGCACUGGGACACAU. The protein sequence of the target gene is MAAPVAPSEPQASRAPQPPVCLLVLGMAGSGKTTFVQRLTGHLHNKGCPPYVINLDPAVHEVPFPANIDIRDTVKYKEVMKQYGLGPNGGIVTSLNLFATRFDQVMKFIEKAQNTFRYVLIDTPGQIEVFTWSASGTIITEALASSFPTVVIYVMDTSRSTNPVTFMSNMLYACSILYKTKLPFIVVMNKTDIIDHSFAVEWMQDFEAFQDALNQETTYVSNLTRSMSLVLDEFYSSLRVVGVSAVVGTGFDELCTQVTSAAEEYEREYRPEYERLKKSLANAQSNQQKEQLERLRKDMG.... Result: 0 (no interaction).